From a dataset of Catalyst prediction with 721,799 reactions and 888 catalyst types from USPTO. Predict which catalyst facilitates the given reaction. (1) Reactant: [F:1][C:2]1[C:3]([C:9]2[N:10]([CH:15]([CH3:17])[CH3:16])[C:11]([CH3:14])=[N:12][CH:13]=2)=[N:4][C:5]([NH2:8])=[N:6][CH:7]=1.[Cl:18][C:19]1[CH:33]=[CH:32][C:22]([C:23]([N:25]2[CH2:30][CH2:29][N:28]([CH3:31])[CH2:27][CH2:26]2)=[O:24])=[C:21]([O:34][CH3:35])[CH:20]=1.C(=O)([O-])[O-].[Cs+].[Cs+].CC1(C)C2C(=C(P(C3C=CC=CC=3)C3C=CC=CC=3)C=CC=2)OC2C(P(C3C=CC=CC=3)C3C=CC=CC=3)=CC=CC1=2.Cl.CCOCC. Product: [ClH:18].[F:1][C:2]1[C:3]([C:9]2[N:10]([CH:15]([CH3:17])[CH3:16])[C:11]([CH3:14])=[N:12][CH:13]=2)=[N:4][C:5]([NH:8][C:19]2[CH:33]=[CH:32][C:22]([C:23]([N:25]3[CH2:26][CH2:27][N:28]([CH3:31])[CH2:29][CH2:30]3)=[O:24])=[C:21]([O:34][CH3:35])[CH:20]=2)=[N:6][CH:7]=1. The catalyst class is: 62. (2) Reactant: [H-].[Na+].CN(C=O)C.[Br:8][C:9]1[CH:10]=[C:11]([C@H:15]([NH:18][C:19](=[O:25])[O:20][C:21]([CH3:24])([CH3:23])[CH3:22])[CH2:16][OH:17])[CH:12]=[CH:13][CH:14]=1.[C:26](OCC)(=O)[CH3:27]. Product: [Br:8][C:9]1[CH:10]=[C:11]([C@H:15]([NH:18][C:19](=[O:25])[O:20][C:21]([CH3:22])([CH3:24])[CH3:23])[CH2:16][O:17][CH2:26][CH3:27])[CH:12]=[CH:13][CH:14]=1. The catalyst class is: 6.